From a dataset of Full USPTO retrosynthesis dataset with 1.9M reactions from patents (1976-2016). Predict the reactants needed to synthesize the given product. (1) Given the product [ClH:1].[C:42]([N:26]1[CH2:27][CH2:28][N:23]([CH2:22][CH2:21][CH2:20][O:19][C:15]2[CH:14]=[C:13]3[C:18]([C:10]([C:5]4[CH:6]=[C:7]([F:9])[CH:8]=[C:3]([F:2])[CH:4]=4)=[C:11]([C:30]4[CH:31]=[N:32][CH:33]=[CH:34][CH:35]=4)[C:12]3=[O:29])=[CH:17][CH:16]=2)[CH2:24][CH2:25]1)(=[O:44])[CH3:43], predict the reactants needed to synthesize it. The reactants are: [ClH:1].[F:2][C:3]1[CH:4]=[C:5]([C:10]2[C:18]3[C:13](=[CH:14][C:15]([O:19][CH2:20][CH2:21][CH2:22][N:23]4[CH2:28][CH2:27][NH:26][CH2:25][CH2:24]4)=[CH:16][CH:17]=3)[C:12](=[O:29])[C:11]=2[C:30]2[CH:31]=[N:32][CH:33]=[CH:34][CH:35]=2)[CH:6]=[C:7]([F:9])[CH:8]=1.N1C=CC=CC=1.[C:42](OC(=O)C)(=[O:44])[CH3:43]. (2) Given the product [Cl:2][C:3]1[CH:4]=[C:5]([C:13]2[S:17][C:16]([C:18]3[CH:28]=[CH:27][C:21]4[CH2:22][CH2:23][N:24]([CH2:30][CH2:31][CH2:32][C:33]([O:35][CH2:36][CH3:37])=[O:34])[CH2:25][CH2:26][C:20]=4[CH:19]=3)=[N:15][CH:14]=2)[CH:6]=[CH:7][C:8]=1[O:9][CH:10]([CH3:12])[CH3:11], predict the reactants needed to synthesize it. The reactants are: Cl.[Cl:2][C:3]1[CH:4]=[C:5]([C:13]2[S:17][C:16]([C:18]3[CH:28]=[CH:27][C:21]4[CH2:22][CH2:23][NH:24][CH2:25][CH2:26][C:20]=4[CH:19]=3)=[N:15][CH:14]=2)[CH:6]=[CH:7][C:8]=1[O:9][CH:10]([CH3:12])[CH3:11].Br[CH2:30][CH2:31][CH2:32][C:33]([O:35][CH2:36][CH3:37])=[O:34].C([O-])([O-])=O.[K+].[K+]. (3) Given the product [Cl:8][C:6]1[N:5]=[C:4]2[N:9]([CH:12]3[CH2:17][CH2:16][CH2:15][CH2:14][O:13]3)[N:10]=[CH:11][C:3]2=[C:2]([CH3:18])[N:7]=1, predict the reactants needed to synthesize it. The reactants are: Cl[C:2]1[N:7]=[C:6]([Cl:8])[N:5]=[C:4]2[N:9]([CH:12]3[CH2:17][CH2:16][CH2:15][CH2:14][O:13]3)[N:10]=[CH:11][C:3]=12.[CH3:18][Mg]Br. (4) Given the product [NH:1]([C:35]([O:37][C:38]([CH3:41])([CH3:40])[CH3:39])=[O:36])[C@H:2]([C:10]([NH:12][C@H:13]([C:21]([NH:23][CH2:24][C:25]([OH:27])=[O:26])=[O:22])[CH2:14][C:15]1[CH:16]=[CH:17][CH:18]=[CH:19][CH:20]=1)=[O:11])[CH2:3][CH2:4][CH2:5][NH:6][C:7](=[NH:8])[NH2:9], predict the reactants needed to synthesize it. The reactants are: [NH2:1][C@H:2]([C:10]([NH:12][C@H:13]([C:21]([NH:23][CH2:24][C:25]([OH:27])=[O:26])=[O:22])[CH2:14][C:15]1[CH:20]=[CH:19][CH:18]=[CH:17][CH:16]=1)=[O:11])[CH2:3][CH2:4][CH2:5][NH:6][C:7](=[NH:9])[NH2:8].C(N(CC)CC)C.[C:35](O[C:35]([O:37][C:38]([CH3:41])([CH3:40])[CH3:39])=[O:36])([O:37][C:38]([CH3:41])([CH3:40])[CH3:39])=[O:36]. (5) Given the product [Br:1][C:2]1[CH:3]=[C:4]([CH:9]=[CH:10][C:11]=1[CH2:12][NH:23][CH2:24][CH2:25][OH:26])[C:5]([O:7][CH3:8])=[O:6], predict the reactants needed to synthesize it. The reactants are: [Br:1][C:2]1[CH:3]=[C:4]([CH:9]=[CH:10][C:11]=1[CH2:12]Br)[C:5]([O:7][CH3:8])=[O:6].C([O-])([O-])=O.[K+].[K+].CC#N.[NH2:23][CH2:24][CH2:25][OH:26].